Task: Predict which catalyst facilitates the given reaction.. Dataset: Catalyst prediction with 721,799 reactions and 888 catalyst types from USPTO (1) Reactant: [CH2:1]([C@H:5]1[CH2:9][CH2:8][N:7]([C@@H:10]([CH2:45][CH2:46][C:47]2[CH:52]=[CH:51][CH:50]=[CH:49][CH:48]=2)[C:11]([O:13][C@@H:14]([CH2:36][C:37]2[CH:42]=[C:41]([F:43])[CH:40]=[C:39]([F:44])[CH:38]=2)[C@@H:15]([C@H:17]2[CH2:26][C:25]3[C:20](=[CH:21][CH:22]=[CH:23][CH:24]=3)[CH2:19][N:18]2CC2C=CC(OC)=CC=2)[OH:16])=[O:12])[C:6]1=[O:53])[CH2:2][CH2:3][CH3:4]. Product: [CH2:1]([C@H:5]1[CH2:9][CH2:8][N:7]([C@@H:10]([CH2:45][CH2:46][C:47]2[CH:52]=[CH:51][CH:50]=[CH:49][CH:48]=2)[C:11]([O:13][C@@H:14]([CH2:36][C:37]2[CH:42]=[C:41]([F:43])[CH:40]=[C:39]([F:44])[CH:38]=2)[C@H:15]([OH:16])[C@H:17]2[CH2:26][C:25]3[C:20](=[CH:21][CH:22]=[CH:23][CH:24]=3)[CH2:19][NH:18]2)=[O:12])[C:6]1=[O:53])[CH2:2][CH2:3][CH3:4]. The catalyst class is: 19. (2) Reactant: [CH3:1][C:2]1[CH:3]=[C:4]([C:9]2[O:13][C:12]([CH:14]=O)=[CH:11][CH:10]=2)[CH:5]=[CH:6][C:7]=1[CH3:8].Cl.Cl.[NH2:18][C:19]1[C:28]([NH2:29])=[C:27]2[C:22]([CH:23]=[C:24]([C:31]([OH:33])=[O:32])[CH:25]=[C:26]2[OH:30])=[CH:21][CH:20]=1.S(=O)(O)[O-].[Na+]. Product: [CH3:1][C:2]1[CH:3]=[C:4]([C:9]2[O:13][C:12]([C:14]3[NH:18][C:19]4[CH:20]=[CH:21][C:22]5[C:27](=[C:26]([OH:30])[CH:25]=[C:24]([C:31]([OH:33])=[O:32])[CH:23]=5)[C:28]=4[N:29]=3)=[CH:11][CH:10]=2)[CH:5]=[CH:6][C:7]=1[CH3:8]. The catalyst class is: 88.